This data is from Drug-target binding data from BindingDB using IC50 measurements. The task is: Regression. Given a target protein amino acid sequence and a drug SMILES string, predict the binding affinity score between them. We predict pIC50 (pIC50 = -log10(IC50 in M); higher means more potent). Dataset: bindingdb_ic50. (1) The compound is CC1SC(c2ccccc2)N(Cc2ccccc2)C1=O. The target is PDASQDDGPAVERPSTEL. The pIC50 is 4.1. (2) The small molecule is O=C(OCCO)C1CCCCN1S(=O)(=O)Cc1ccccc1. The target protein (Q70YI1) has sequence MKMKLVTAAVMGLAMSTAMAATDATSLATDKDKLSYSIGADLGKNFKNQGIDVNPEAMAKGMQDAMSGAQLALTEQQMKDVLNKFQKDLMAKRTAEFNKKADENKVKGEAFLTENKNKPGVVVLPSGLQYKVINAGNGVKPGKSDTVTVEYTGRLIDGTVFDSTEKTGKPATFQVSQVIPGWTEALQLMPAGSTWEIYVPSGLAYGPRSVGGPIGPNETLIFKIHLISVKKSS. The pIC50 is 4.0. (3) The compound is CCNC(=O)Nc1ccc2ncc(-c3ccc(OC)cc3)cc2n1. The target protein (P07947) has sequence MGCIKSKENKSPAIKYRPENTPEPVSTSVSHYGAEPTTVSPCPSSSAKGTAVNFSSLSMTPFGGSSGVTPFGGASSSFSVVPSSYPAGLTGGVTIFVALYDYEARTTEDLSFKKGERFQIINNTEGDWWEARSIATGKNGYIPSNYVAPADSIQAEEWYFGKMGRKDAERLLLNPGNQRGIFLVRESETTKGAYSLSIRDWDEIRGDNVKHYKIRKLDNGGYYITTRAQFDTLQKLVKHYTEHADGLCHKLTTVCPTVKPQTQGLAKDAWEIPRESLRLEVKLGQGCFGEVWMGTWNGTTKVAIKTLKPGTMMPEAFLQEAQIMKKLRHDKLVPLYAVVSEEPIYIVTEFMSKGSLLDFLKEGDGKYLKLPQLVDMAAQIADGMAYIERMNYIHRDLRAANILVGENLVCKIADFGLARLIEDNEYTARQGAKFPIKWTAPEAALYGRFTIKSDVWSFGILQTELVTKGRVPYPGMVNREVLEQVERGYRMPCPQGCPES.... The pIC50 is 4.0.